Dataset: Full USPTO retrosynthesis dataset with 1.9M reactions from patents (1976-2016). Task: Predict the reactants needed to synthesize the given product. (1) Given the product [CH:23]([C:13]1[CH:14]=[CH:15][CH:16]=[CH:17][C:12]=1[C:11]([NH2:19])=[O:18])=[O:24], predict the reactants needed to synthesize it. The reactants are: C([Mg]Br)(C)C.[Li]CCCC.[C:11]([NH2:19])(=[O:18])[C:12]1[CH:17]=[CH:16][CH:15]=[CH:14][CH:13]=1.CN([CH:23]=[O:24])C.[NH4+].[Cl-]. (2) Given the product [CH2:13]([NH:15][C:16]1[C:17]([NH2:23])=[C:18]([F:22])[CH:19]=[CH:20][CH:21]=1)[CH3:14], predict the reactants needed to synthesize it. The reactants are: FC1C=CC=C(F)C=1N.C(N)C.[CH2:13]([NH:15][C:16]1[CH:21]=[CH:20][CH:19]=[C:18]([F:22])[C:17]=1[N+:23]([O-])=O)[CH3:14].C(NC1C=CC=C(NCC)C=1[N+]([O-])=O)C. (3) Given the product [CH3:16][C:13]1[CH:14]=[CH:15][C:10]([CH2:9][N:7]2[CH:8]=[C:4]([CH2:3][CH2:2][O:1][S:33]([C:30]3[CH:31]=[CH:32][C:27]([CH3:47])=[CH:28][CH:29]=3)(=[O:35])=[O:34])[N:5]([CH2:18][CH2:19][CH3:20])[C:6]2=[O:17])=[CH:11][CH:12]=1, predict the reactants needed to synthesize it. The reactants are: [OH:1][CH2:2][CH2:3][C:4]1[N:5]([CH2:18][CH2:19][CH3:20])[C:6](=[O:17])[N:7]([CH2:9][C:10]2[CH:15]=[CH:14][C:13]([CH3:16])=[CH:12][CH:11]=2)[CH:8]=1.N1C=CC=CC=1.[C:27]1([CH3:47])[CH:32]=[CH:31][C:30]([S:33](O[S:33]([C:30]2[CH:31]=[CH:32][C:27]([CH3:47])=[CH:28][CH:29]=2)(=[O:35])=[O:34])(=[O:35])=[O:34])=[CH:29][CH:28]=1.N#N. (4) Given the product [N:2]1[CH:7]=[CH:6][CH:5]=[C:4]([N:8]([CH2:33][CH2:34][C:35]([OH:37])=[O:36])[C:9]([C:11]2[CH:32]=[CH:31][C:14]3[N:15]([CH3:30])[C:16]([CH2:18][N:19]([C:21]4[CH:26]=[CH:25][C:24]([C:27](=[NH:28])[NH2:29])=[CH:23][CH:22]=4)[CH3:20])=[N:17][C:13]=3[CH:12]=2)=[O:10])[CH:3]=1, predict the reactants needed to synthesize it. The reactants are: Cl.[N:2]1[CH:7]=[CH:6][CH:5]=[C:4]([N:8]([CH2:33][CH2:34][C:35]([O:37]CC)=[O:36])[C:9]([C:11]2[CH:32]=[CH:31][C:14]3[N:15]([CH3:30])[C:16]([CH2:18][N:19]([C:21]4[CH:26]=[CH:25][C:24]([C:27](=[NH:29])[NH2:28])=[CH:23][CH:22]=4)[CH3:20])=[N:17][C:13]=3[CH:12]=2)=[O:10])[CH:3]=1.[OH-].[Na+]. (5) The reactants are: Cl.[NH2:2][CH:3]1[CH2:8][CH2:7][CH2:6][NH:5][C:4]1=[O:9].C([O-])([O-])=O.[K+].[K+].[Cl:16][C:17]1[CH:25]=[CH:24][C:20]([C:21](Cl)=[O:22])=[CH:19][CH:18]=1. Given the product [Cl:16][C:17]1[CH:25]=[CH:24][C:20]([C:21]([NH:2][CH:3]2[CH2:8][CH2:7][CH2:6][NH:5][C:4]2=[O:9])=[O:22])=[CH:19][CH:18]=1, predict the reactants needed to synthesize it. (6) Given the product [N:13]1([CH2:2][N:3]2[C:11]3[C:6](=[CH:7][CH:8]=[CH:9][CH:10]=3)[CH2:5][C:4]2=[O:12])[C:17]2[CH:18]=[CH:19][CH:20]=[CH:21][C:16]=2[N:15]=[CH:14]1, predict the reactants needed to synthesize it. The reactants are: O[CH2:2][N:3]1[C:11]2[C:6](=[CH:7][CH:8]=[CH:9][CH:10]=2)[CH2:5][C:4]1=[O:12].[N:13]1[C:17]2[CH:18]=[CH:19][CH:20]=[CH:21][C:16]=2[NH:15][CH:14]=1.C(N1C=CN=C1)(N1C=CN=C1)=O. (7) Given the product [CH3:1][O:2][C:3](=[O:16])[CH2:4][CH:5]1[C:9]2[C:10]([CH3:15])=[CH:11][C:12]([OH:14])=[CH:13][C:8]=2[O:7][CH2:6]1, predict the reactants needed to synthesize it. The reactants are: [CH3:1][O:2][C:3](=[O:16])[CH2:4][C:5]1[C:9]2[C:10]([CH3:15])=[CH:11][C:12]([OH:14])=[CH:13][C:8]=2[O:7][CH:6]=1.